This data is from Reaction yield outcomes from USPTO patents with 853,638 reactions. The task is: Predict the reaction yield, written as a fraction of the theoretical maximum amount of product (1.0 means a 100% yield; for example, 0.34 means a 34% yield). (1) The reactants are C([O:3][C:4](=[O:43])[CH:5]([O:7][P:8]([CH2:17][CH2:18][NH:19][C:20](=[O:42])[C:21]1[CH:26]=[CH:25][C:24]([N:27]([CH2:29][C:30]2[N:31]=[C:32]3[C:37](=[N:38][CH:39]=2)[N:36]=[C:35]([NH2:40])[N:34]=[C:33]3[NH2:41])[CH3:28])=[CH:23][CH:22]=1)([O:10][C:11]1[CH:16]=[CH:15][CH:14]=[CH:13][CH:12]=1)=[O:9])[CH3:6])C.[OH-].[Na+]. The catalyst is CN(C=O)C.C(#N)C.O. The product is [NH2:40][C:35]1[N:34]=[C:33]([NH2:41])[C:32]2[C:37](=[N:38][CH:39]=[C:30]([CH2:29][N:27]([CH3:28])[C:24]3[CH:25]=[CH:26][C:21]([C:20]([NH:19][CH2:18][CH2:17][P:8]([O:10][C:11]4[CH:12]=[CH:13][CH:14]=[CH:15][CH:16]=4)([O:7][CH:5]([CH3:6])[C:4]([OH:43])=[O:3])=[O:9])=[O:42])=[CH:22][CH:23]=3)[N:31]=2)[N:36]=1. The yield is 0.713. (2) The reactants are [F:1][C:2]1[CH:3]=[C:4]([CH:7]=[C:8]([F:19])[C:9]=1[O:10][C:11]1[CH:16]=[CH:15][C:14]([CH:17]=[O:18])=[CH:13][CH:12]=1)[C:5]#[N:6].OO.C(=O)([O-])[O-:23].[K+].[K+]. The catalyst is CS(C)=O. The product is [F:1][C:2]1[CH:3]=[C:4]([CH:7]=[C:8]([F:19])[C:9]=1[O:10][C:11]1[CH:16]=[CH:15][C:14]([CH:17]=[O:18])=[CH:13][CH:12]=1)[C:5]([NH2:6])=[O:23]. The yield is 0.990. (3) The product is [Cl:1][C:2]1[CH:10]=[C:9]([Cl:11])[CH:8]=[C:7]2[C:3]=1[C:4]([CH3:17])=[C:5]([C:12]([OH:14])=[O:13])[NH:6]2. The yield is 0.980. The reactants are [Cl:1][C:2]1[CH:10]=[C:9]([Cl:11])[CH:8]=[C:7]2[C:3]=1[C:4]([CH3:17])=[C:5]([C:12]([O:14]CC)=[O:13])[NH:6]2.[OH-].[K+].Cl. The catalyst is C(O)C.O. (4) The reactants are Br[C:2]1[CH:21]=[CH:20][C:5]([CH2:6][C:7]2[C:11]3[CH:12]=[CH:13][CH:14]=[CH:15][C:10]=3[O:9][C:8]=2[CH2:16][CH2:17][CH2:18][CH3:19])=[CH:4][CH:3]=1.[B:22]1([B:22]2[O:26][C:25]([CH3:28])([CH3:27])[C:24]([CH3:30])([CH3:29])[O:23]2)[O:26][C:25]([CH3:28])([CH3:27])[C:24]([CH3:30])([CH3:29])[O:23]1.C([O-])(=O)C.[K+].C(Cl)Cl. The catalyst is CS(C)=O.O.C1C=CC(P(C2C=CC=CC=2)[C-]2C=CC=C2)=CC=1.C1C=CC(P(C2C=CC=CC=2)[C-]2C=CC=C2)=CC=1.Cl[Pd]Cl.[Fe+2]. The product is [CH2:16]([C:8]1[O:9][C:10]2[CH:15]=[CH:14][CH:13]=[CH:12][C:11]=2[C:7]=1[CH2:6][C:5]1[CH:20]=[CH:21][C:2]([B:22]2[O:26][C:25]([CH3:28])([CH3:27])[C:24]([CH3:30])([CH3:29])[O:23]2)=[CH:3][CH:4]=1)[CH2:17][CH2:18][CH3:19]. The yield is 0.690. (5) The reactants are [C:1]1(=O)[CH2:4][CH2:3][CH2:2]1.C(O)(=O)C.[CH:10]12[CH:15]([C:16]([O:18][CH2:19][CH3:20])=[O:17])[CH:14]1[CH2:13][NH:12][CH2:11]2.C(O[BH-](OC(=O)C)OC(=O)C)(=O)C.[Na+].C(=O)(O)[O-].[Na+]. The catalyst is ClCCl. The product is [CH:1]1([N:12]2[CH2:11][CH:10]3[CH:14]([CH:15]3[C:16]([O:18][CH2:19][CH3:20])=[O:17])[CH2:13]2)[CH2:4][CH2:3][CH2:2]1. The yield is 0.660. (6) The reactants are [CH2:1]([N:8]1[C:16]2[C:11](=[C:12]([O:17]CC3C=CC=CC=3)[CH:13]=[CH:14][CH:15]=2)[CH:10]=[C:9]1[CH3:25])[C:2]1[CH:7]=[CH:6][CH:5]=[CH:4][CH:3]=1.C(OCC)(=O)C. The catalyst is [Pd].[Hg].CO. The product is [CH2:1]([N:8]1[C:16]2[CH:15]=[CH:14][CH:13]=[C:12]([OH:17])[C:11]=2[CH:10]=[C:9]1[CH3:25])[C:2]1[CH:3]=[CH:4][CH:5]=[CH:6][CH:7]=1. The yield is 0.490. (7) The reactants are [Br:1][C:2]1[O:13][C:5]2[N:6]=[C:7]([S:11][CH3:12])[NH:8][C:9](=[O:10])[C:4]=2[C:3]=1[C:14]1[CH:19]=[CH:18][CH:17]=[CH:16][CH:15]=1.C([O-])([O-])=O.[K+].[K+].Br[CH2:27][C:28]#[N:29]. The catalyst is CN(C=O)C.CCOC(C)=O.[Cl-].[Na+].O. The product is [Br:1][C:2]1[O:13][C:5]2[N:6]=[C:7]([S:11][CH3:12])[N:8]([CH2:27][C:28]#[N:29])[C:9](=[O:10])[C:4]=2[C:3]=1[C:14]1[CH:15]=[CH:16][CH:17]=[CH:18][CH:19]=1. The yield is 0.150. (8) The reactants are P([O-])([O-])([O-])=O.[K+].[K+].[K+].Cl[C:10]1[CH:11]=[CH:12][C:13]2[N:19]3[CH2:20][C@H:16]([CH2:17][CH2:18]3)[N:15]([C:21]([NH:23][C:24]3[CH:25]=[N:26][CH:27]=[CH:28][CH:29]=3)=[O:22])[C:14]=2[N:30]=1.[F:31][C:32]1[C:33]([CH3:47])=[N:34][CH:35]=[C:36](B2OC(C)(C)C(C)(C)O2)[CH:37]=1.CC(C1C=C(C(C)C)C(C2C=CC=CC=2P(C2CCCCC2)C2CCCCC2)=C(C(C)C)C=1)C. The catalyst is O1CCOCC1.O.C1C=CC(/C=C/C(/C=C/C2C=CC=CC=2)=O)=CC=1.C1C=CC(/C=C/C(/C=C/C2C=CC=CC=2)=O)=CC=1.C1C=CC(/C=C/C(/C=C/C2C=CC=CC=2)=O)=CC=1.[Pd].[Pd]. The product is [F:31][C:32]1[CH:37]=[C:36]([C:10]2[CH:11]=[CH:12][C:13]3[N:19]4[CH2:20][C@H:16]([CH2:17][CH2:18]4)[N:15]([C:21]([NH:23][C:24]4[CH:25]=[N:26][CH:27]=[CH:28][CH:29]=4)=[O:22])[C:14]=3[N:30]=2)[CH:35]=[N:34][C:33]=1[CH3:47]. The yield is 0.410. (9) The reactants are [CH3:1][O:2][C:3]1[CH:4]=[C:5]2[C:10](=[CH:11][C:12]=1[O:13][CH3:14])[N:9]=[CH:8][N:7]=[C:6]2[O:15][C:16]1[CH:17]=[C:18]([CH:20]=[CH:21][CH:22]=1)[NH2:19].[OH:23][CH2:24][C:25]([C:28]1[O:32][N:31]=[C:30]([NH:33][C:34](=O)[O:35]C2C=CC=CC=2)[CH:29]=1)([CH3:27])[CH3:26].C(C1C=C(NC(=O)N)ON=1)(C)C. No catalyst specified. The product is [CH3:1][O:2][C:3]1[CH:4]=[C:5]2[C:10](=[CH:11][C:12]=1[O:13][CH3:14])[N:9]=[CH:8][N:7]=[C:6]2[O:15][C:16]1[CH:17]=[C:18]([NH:19][C:34]([NH:33][C:30]2[CH:29]=[C:28]([C:25]([CH3:27])([CH3:26])[CH2:24][OH:23])[O:32][N:31]=2)=[O:35])[CH:20]=[CH:21][CH:22]=1. The yield is 0.610.